From a dataset of Catalyst prediction with 721,799 reactions and 888 catalyst types from USPTO. Predict which catalyst facilitates the given reaction. Reactant: [CH2:1]([N:8]1[C:12]2=[N:13][CH:14]=[CH:15][CH:16]=[C:11]2[C:10]([C:17]([O:19]CC)=[O:18])=[N:9]1)[C:2]1[CH:7]=[CH:6][CH:5]=[CH:4][CH:3]=1.[OH-].[Na+].C1COCC1. Product: [CH2:1]([N:8]1[C:12]2=[N:13][CH:14]=[CH:15][CH:16]=[C:11]2[C:10]([C:17]([OH:19])=[O:18])=[N:9]1)[C:2]1[CH:3]=[CH:4][CH:5]=[CH:6][CH:7]=1. The catalyst class is: 8.